This data is from Forward reaction prediction with 1.9M reactions from USPTO patents (1976-2016). The task is: Predict the product of the given reaction. (1) Given the reactants [F:1][C:2]([F:13])([F:12])[C:3]1[CH:4]=[CH:5][C:6]([C:9]([OH:11])=[O:10])=[N:7][CH:8]=1.S(Cl)(Cl)=O.[CH3:18]O, predict the reaction product. The product is: [CH3:18][O:10][C:9]([C:6]1[CH:5]=[CH:4][C:3]([C:2]([F:12])([F:1])[F:13])=[CH:8][N:7]=1)=[O:11]. (2) Given the reactants [N:1]1([CH2:8][CH2:9][N:10]2[C:14]3=[N:15][CH:16]=[N:17][C:18](Cl)=[C:13]3[CH:12]=[N:11]2)[CH2:7][CH2:6][CH2:5][CH2:4][CH2:3][CH2:2]1.[CH3:20][NH2:21], predict the reaction product. The product is: [N:1]1([CH2:8][CH2:9][N:10]2[C:14]3=[N:15][CH:16]=[N:17][C:18]([NH:21][CH3:20])=[C:13]3[CH:12]=[N:11]2)[CH2:7][CH2:6][CH2:5][CH2:4][CH2:3][CH2:2]1. (3) Given the reactants [NH2:1][C@@H:2]([CH2:33][C:34]1[CH:39]=[CH:38][CH:37]=[CH:36][CH:35]=1)[C@@H:3]([OH:32])[CH2:4][C@@H:5]([NH:19][C:20]([C@@H:22]([NH:27][C:28](=[O:31])[O:29][CH3:30])[C:23]([CH3:26])([CH3:25])[CH3:24])=[O:21])[CH2:6][C:7]1[CH:12]=[CH:11][C:10]([C:13]2[CH:18]=[CH:17][CH:16]=[CH:15][N:14]=2)=[CH:9][CH:8]=1.[CH3:40][C:41]([CH3:65])([CH3:64])[C@H:42]([N:50]1[CH2:54][CH2:53][N:52]([CH2:55][C:56]2[CH:61]=[CH:60][CH:59]=[C:58]([CH3:62])[N:57]=2)[C:51]1=[O:63])[C:43](OC(C)(C)C)=[O:44].CCOP(ON1N=NC2C=CC=CC=2C1=O)(OCC)=O.C(N(CC)C(C)C)(C)C, predict the reaction product. The product is: [CH3:40][C:41]([CH3:65])([CH3:64])[C@H:42]([N:50]1[CH2:54][CH2:53][N:52]([CH2:55][C:56]2[CH:61]=[CH:60][CH:59]=[C:58]([CH3:62])[N:57]=2)[C:51]1=[O:63])[C:43]([NH:1][C@@H:2]([CH2:33][C:34]1[CH:35]=[CH:36][CH:37]=[CH:38][CH:39]=1)[C@@H:3]([OH:32])[CH2:4][C@@H:5]([NH:19][C:20]([C@@H:22]([NH:27][C:28](=[O:31])[O:29][CH3:30])[C:23]([CH3:26])([CH3:25])[CH3:24])=[O:21])[CH2:6][C:7]1[CH:12]=[CH:11][C:10]([C:13]2[CH:18]=[CH:17][CH:16]=[CH:15][N:14]=2)=[CH:9][CH:8]=1)=[O:44]. (4) Given the reactants [C:1]1([C:7]2[CH:8]=[C:9](O)[N:10]=[N:11][CH:12]=2)[CH:6]=[CH:5][CH:4]=[CH:3][CH:2]=1.P(Cl)(Cl)([Cl:16])=O, predict the reaction product. The product is: [Cl:16][C:9]1[N:10]=[N:11][CH:12]=[C:7]([C:1]2[CH:6]=[CH:5][CH:4]=[CH:3][CH:2]=2)[CH:8]=1. (5) Given the reactants C([O:3][C:4](=[O:33])[CH2:5][O:6][C:7]1[CH:16]=[CH:15][C:14]2[C:9](=[CH:10][CH:11]=[C:12]([C:17]3[O:18][C:19]4[CH:31]=[CH:30][C:29]([Cl:32])=[CH:28][C:20]=4[C:21]=3[C:22](=[O:27])[CH2:23][CH2:24][CH2:25][CH3:26])[CH:13]=2)[CH:8]=1)C.[OH-].[K+], predict the reaction product. The product is: [Cl:32][C:29]1[CH:30]=[CH:31][C:19]2[O:18][C:17]([C:12]3[CH:13]=[C:14]4[C:9](=[CH:10][CH:11]=3)[CH:8]=[C:7]([O:6][CH2:5][C:4]([OH:33])=[O:3])[CH:16]=[CH:15]4)=[C:21]([C:22](=[O:27])[CH2:23][CH2:24][CH2:25][CH3:26])[C:20]=2[CH:28]=1. (6) Given the reactants [F:1][C:2]1[CH:3]=[C:4]([CH:6]=[CH:7][C:8]=1[F:9])[NH2:5].[C:10](O[C:10]([O:12][C:13]([CH3:16])([CH3:15])[CH3:14])=[O:11])([O:12][C:13]([CH3:16])([CH3:15])[CH3:14])=[O:11], predict the reaction product. The product is: [C:13]([O:12][C:10]([NH:5][C:4]1[CH:6]=[CH:7][C:8]([F:9])=[C:2]([F:1])[CH:3]=1)=[O:11])([CH3:16])([CH3:15])[CH3:14]. (7) Given the reactants [CH:1]([C:3]1[CH:12]=[CH:11][C:6]([C:7]([O:9][CH3:10])=[O:8])=[C:5]([O:13]C)[CH:4]=1)=[O:2].[Al+3].[Cl-].[Cl-].[Cl-].O, predict the reaction product. The product is: [CH:1]([C:3]1[CH:12]=[CH:11][C:6]([C:7]([O:9][CH3:10])=[O:8])=[C:5]([OH:13])[CH:4]=1)=[O:2]. (8) Given the reactants Cl[C:2]1[CH:11]=[C:10]([C:12]2[CH:13]=[N:14][CH:15]=[CH:16][CH:17]=2)[C:9]2[CH2:8][CH2:7][CH2:6][CH2:5][C:4]=2[N:3]=1.[CH3:18][C:19]1[CH:24]=[CH:23][N:22]=[C:21]([CH2:25][OH:26])[CH:20]=1.C(=O)([O-])[O-].[Cs+].[Cs+], predict the reaction product. The product is: [CH3:18][C:19]1[CH:24]=[CH:23][N:22]=[C:21]([CH2:25][O:26][C:2]2[CH:11]=[C:10]([C:12]3[CH:13]=[N:14][CH:15]=[CH:16][CH:17]=3)[C:9]3[CH2:8][CH2:7][CH2:6][CH2:5][C:4]=3[N:3]=2)[CH:20]=1. (9) Given the reactants FC1C=CC(C[N:7]2[CH2:14][CH2:13][C:10]3([CH2:12][CH2:11]3)[CH2:9][CH:8]2[C:15]([NH:17][C@H:18]([C:20]2[CH:28]=[CH:27][C:23]([C:24]([OH:26])=[O:25])=[CH:22][CH:21]=2)[CH3:19])=[O:16])=CC=1.C([O-])=O.[NH4+], predict the reaction product. The product is: [CH2:11]1[C:10]2([CH2:13][CH2:14][NH:7][CH:8]([C:15]([NH:17][C@H:18]([C:20]3[CH:28]=[CH:27][C:23]([C:24]([OH:26])=[O:25])=[CH:22][CH:21]=3)[CH3:19])=[O:16])[CH2:9]2)[CH2:12]1. (10) The product is: [Ni:39].[C:1]12[CH:24]=[C:22]3[N:23]=[C:19]([CH:20]=[CH:21]3)[CH:18]=[C:16]3[NH:17][C:13]([CH:14]=[CH:15]3)=[CH:12][C:10]3=[N:11][C:7]([CH:8]=[CH:9]3)=[CH:6][C:4]([NH:5]1)=[CH:3][CH:2]=2. Given the reactants [C:1]12[CH:24]=[C:22]3[N:23]=[C:19]([CH:20]=[CH:21]3)[CH:18]=[C:16]3[NH:17][C:13]([CH:14]=[CH:15]3)=[CH:12][C:10]3=[N:11][C:7]([CH:8]=[CH:9]3)=[CH:6][C:4]([NH:5]1)=[CH:3][CH:2]=2.C/C(/[O-])=C/C(C)=O.C/C(/[O-])=C/C(C)=O.[Ni+2:39].CCOC(C)=O.C(Cl)Cl, predict the reaction product.